This data is from Reaction yield outcomes from USPTO patents with 853,638 reactions. The task is: Predict the reaction yield, written as a fraction of the theoretical maximum amount of product (1.0 means a 100% yield; for example, 0.34 means a 34% yield). (1) The reactants are [CH2:1]([OH:7])[CH2:2][CH2:3][CH2:4][CH:5]=[CH2:6].[H-].[Na+].Cl[C:11]1[N:16]=[C:15]([C:17]2[CH:22]=[CH:21][CH:20]=[CH:19][CH:18]=2)[C:14]([C:23]2[CH:28]=[CH:27][CH:26]=[CH:25][CH:24]=2)=[CH:13][N:12]=1. The catalyst is O1CCOCC1.CC(OC)(C)C. The product is [CH2:1]([O:7][C:11]1[N:16]=[C:15]([C:17]2[CH:22]=[CH:21][CH:20]=[CH:19][CH:18]=2)[C:14]([C:23]2[CH:24]=[CH:25][CH:26]=[CH:27][CH:28]=2)=[CH:13][N:12]=1)[CH2:2][CH2:3][CH2:4][CH:5]=[CH2:6]. The yield is 0.770. (2) The reactants are Cl[C:2]1[C:11]2[C:6](=[CH:7][CH:8]=[C:9]([O:12][CH:13]3[CH2:18][CH2:17][N:16]([S:19]([CH3:22])(=[O:21])=[O:20])[CH2:15][CH2:14]3)[CH:10]=2)[N:5]=[CH:4][N:3]=1.[S:23]1[CH:27]=[CH:26][N:25]=[C:24]1[S:28][C:29]1[CH:35]=[CH:34][C:32]([NH2:33])=[CH:31][CH:30]=1. No catalyst specified. The product is [CH3:22][S:19]([N:16]1[CH2:17][CH2:18][CH:13]([O:12][C:9]2[CH:10]=[C:11]3[C:6](=[CH:7][CH:8]=2)[N:5]=[CH:4][N:3]=[C:2]3[NH:33][C:32]2[CH:31]=[CH:30][C:29]([S:28][C:24]3[S:23][CH:27]=[CH:26][N:25]=3)=[CH:35][CH:34]=2)[CH2:14][CH2:15]1)(=[O:21])=[O:20]. The yield is 0.630. (3) The reactants are Cl[CH2:2][CH:3]([OH:14])[CH2:4][NH:5][CH2:6][C:7]1[CH:12]=[CH:11][C:10]([F:13])=[CH:9][CH:8]=1.C(=O)(O)[O-].[Na+]. The catalyst is C(#N)C. The product is [F:13][C:10]1[CH:11]=[CH:12][C:7]([CH2:6][N:5]2[CH2:4][CH:3]([OH:14])[CH2:2]2)=[CH:8][CH:9]=1. The yield is 0.892. (4) The reactants are Br[C:2]1[CH:6]=[C:5]([C:7]#[C:8][CH2:9][CH3:10])[S:4][C:3]=1[C:11]([O:13][CH3:14])=[O:12].[NH2:15][CH2:16][C:17]([N:19]1[CH2:24][CH2:23][O:22][CH2:21][CH2:20]1)=[O:18].Cl.C([O-])([O-])=O.[Cs+].[Cs+]. The catalyst is C1(C)C=CC=CC=1.CCOC(C)=O.CC([O-])=O.CC([O-])=O.[Pd+2]. The product is [C:7]([C:5]1[S:4][C:3]([C:11]([O:13][CH3:14])=[O:12])=[C:2]([NH:15][CH2:16][C:17]([N:19]2[CH2:24][CH2:23][O:22][CH2:21][CH2:20]2)=[O:18])[CH:6]=1)#[C:8][CH2:9][CH3:10]. The yield is 0.400. (5) The reactants are [C:1]([O:5][C:6]([NH:8][CH2:9][C:10]1[C:11]([C:27]2[CH:32]=[CH:31][C:30]([CH3:33])=[CH:29][CH:28]=2)=[C:12]([CH2:23][C:24](O)=[O:25])[C:13]([CH2:21][CH3:22])=[N:14][C:15]=1[CH2:16][C:17]([CH3:20])([CH3:19])[CH3:18])=[O:7])([CH3:4])([CH3:3])[CH3:2].[CH3:34][C:35]([C:37]1[CH:42]=[CH:41][CH:40]=[C:39]([NH2:43])[CH:38]=1)=[O:36].C(N(CC)C(C)C)(C)C.F[P-](F)(F)(F)(F)F.N1(OC(N(C)C)=[N+](C)C)C2N=CC=CC=2N=N1. The catalyst is CN(C)C=O. The product is [C:35]([C:37]1[CH:38]=[C:39]([NH:43][C:24](=[O:25])[CH2:23][C:12]2[C:11]([C:27]3[CH:32]=[CH:31][C:30]([CH3:33])=[CH:29][CH:28]=3)=[C:10]([CH2:9][NH:8][C:6](=[O:7])[O:5][C:1]([CH3:2])([CH3:3])[CH3:4])[C:15]([CH2:16][C:17]([CH3:20])([CH3:19])[CH3:18])=[N:14][C:13]=2[CH2:21][CH3:22])[CH:40]=[CH:41][CH:42]=1)(=[O:36])[CH3:34]. The yield is 0.820. (6) The reactants are [CH3:1][C:2]1[C:3]([CH3:21])=[CH:4][C:5]2[N:14]([CH2:15][CH:16]=O)[C:13]3[C:8]([C:9](=[O:19])[NH:10][C:11](=[O:18])[N:12]=3)=[N:7][C:6]=2[CH:20]=1.[CH3:22][N:23]([CH3:27])[CH2:24][CH2:25][NH2:26]. No catalyst specified. The product is [CH3:22][N:23]([CH3:27])[CH2:24][CH2:25][NH:26][CH2:16][CH2:15][N:14]1[C:13]2[C:8]([C:9](=[O:19])[NH:10][C:11](=[O:18])[N:12]=2)=[N:7][C:6]2[CH:20]=[C:2]([CH3:1])[C:3]([CH3:21])=[CH:4][C:5]1=2. The yield is 0.740. (7) The reactants are [F:1][C:2]1[CH:11]=[C:10]2[C:5]([CH:6]=[CH:7][C:8](=[O:32])[N:9]2[CH2:12][CH2:13][N:14]2[CH2:18][C@@H:17]([OH:19])[C@@H:16]([CH2:20][NH:21]C(=O)OCC3C=CC=CC=3)[CH2:15]2)=[N:4][CH:3]=1. The catalyst is [Pd]. The product is [NH2:21][CH2:20][C@@H:16]1[C@H:17]([OH:19])[CH2:18][N:14]([CH2:13][CH2:12][N:9]2[C:10]3[C:5](=[N:4][CH:3]=[C:2]([F:1])[CH:11]=3)[CH:6]=[CH:7][C:8]2=[O:32])[CH2:15]1. The yield is 1.00. (8) The yield is 0.650. The catalyst is C(OCC)(=O)C. The product is [CH2:2]([C:4]1[N:9]([CH2:10][C:11](=[O:18])[C:12]2[CH:13]=[CH:14][CH:15]=[CH:16][CH:17]=2)[C:8](=[O:19])[C:7]2[C:20]([O:33][CH3:34])=[C:21]([C:24]([NH:26][CH:27]3[CH2:28][CH2:29][N:30]([C:51](=[O:50])[CH2:52][OH:53])[CH2:31][CH2:32]3)=[O:25])[N:22]([CH3:23])[C:6]=2[CH:5]=1)[CH3:3]. The reactants are Cl.[CH2:2]([C:4]1[N:9]([CH2:10][C:11](=[O:18])[C:12]2[CH:17]=[CH:16][CH:15]=[CH:14][CH:13]=2)[C:8](=[O:19])[C:7]2[C:20]([O:33][CH3:34])=[C:21]([C:24]([NH:26][CH:27]3[CH2:32][CH2:31][NH:30][CH2:29][CH2:28]3)=[O:25])[N:22]([CH3:23])[C:6]=2[CH:5]=1)[CH3:3].C(N(CC)CC)C.C1COCC1.C([O:50][CH2:51][C:52](Cl)=[O:53])(=O)C.